Task: Predict which catalyst facilitates the given reaction.. Dataset: Catalyst prediction with 721,799 reactions and 888 catalyst types from USPTO (1) Reactant: C1(P(C2C=CC=CC=2)C2C=CC=CC=2)C=CC=CC=1.N1C=CN=C1.[I:25]I.[Cl:27][C:28]1[C:36]2[N:35]=[N:34][N:33]([CH2:37][CH:38]3[CH2:40][CH2:39]3)[C:32]=2[CH:31]=[CH:30][C:29]=1[C:41]1[CH2:46][CH2:45][CH:44]([CH2:47]O)[CH2:43][CH:42]=1. Product: [Cl:27][C:28]1[C:36]2[N:35]=[N:34][N:33]([CH2:37][CH:38]3[CH2:40][CH2:39]3)[C:32]=2[CH:31]=[CH:30][C:29]=1[C:41]1[CH2:46][CH2:45][CH:44]([CH2:47][I:25])[CH2:43][CH:42]=1. The catalyst class is: 7. (2) Reactant: [F:1][C:2]([F:12])([F:11])[O:3][C:4]1[CH:10]=[CH:9][CH:8]=[CH:7][C:5]=1[NH2:6].[C:13](O[C:13]([O:15][C:16]([CH3:19])([CH3:18])[CH3:17])=[O:14])([O:15][C:16]([CH3:19])([CH3:18])[CH3:17])=[O:14]. Product: [C:16]([O:15][C:13](=[O:14])[NH:6][C:5]1[CH:7]=[CH:8][CH:9]=[CH:10][C:4]=1[O:3][C:2]([F:11])([F:12])[F:1])([CH3:19])([CH3:18])[CH3:17]. The catalyst class is: 11.